This data is from Reaction yield outcomes from USPTO patents with 853,638 reactions. The task is: Predict the reaction yield, written as a fraction of the theoretical maximum amount of product (1.0 means a 100% yield; for example, 0.34 means a 34% yield). (1) The reactants are Br[C:2]1[CH:7]=[CH:6][C:5]([O:8][CH3:9])=[CH:4][C:3]=1[O:10][CH3:11].C1(P(C2C=CC=CC=2)C2C=CC=CC=2)C=CC=CC=1.[CH2:31]([OH:35])[CH2:32][C:33]#[CH:34]. The catalyst is C(NCC)C.[Pd](Cl)Cl.[Cu]I. The product is [CH3:11][O:10][C:3]1[CH:4]=[C:5]([O:8][CH3:9])[CH:6]=[CH:7][C:2]=1[C:34]#[C:33][CH2:32][CH2:31][OH:35]. The yield is 0.240. (2) The reactants are [Cl:1][C:2](=[O:8])[C:3]([O:5]CC)=O.[CH3:9][N:10]([CH3:26])[C:11]1[CH:16]=[CH:15][C:14]([NH:17][C:18]([NH:20][CH2:21][C:22]([CH3:25])([CH3:24])[CH3:23])=[S:19])=[CH:13][CH:12]=1. The catalyst is ClCCl. The product is [ClH:1].[CH3:26][N:10]([CH3:9])[C:11]1[CH:12]=[CH:13][C:14]([N:17]2[C:2](=[O:8])[C:3](=[O:5])[N:20]([CH2:21][C:22]([CH3:23])([CH3:25])[CH3:24])[C:18]2=[S:19])=[CH:15][CH:16]=1. The yield is 1.00. (3) The reactants are FC(F)(F)C(O)=O.[Cl:8][C:9]1[N:10]=[CH:11][N:12]([C:14]2[CH:19]=[CH:18][C:17]([NH:20][C:21]3[N:38]=[C:24]4[CH:25]([C:31]5[CH:36]=[CH:35][C:34]([F:37])=[CH:33][CH:32]=5)[CH2:26][C:27](=[CH2:30])[CH2:28][CH2:29][N:23]4[N:22]=3)=[CH:16][C:15]=2[O:39][CH3:40])[CH:13]=1. The catalyst is C(O)C.[Pt]. The product is [Cl:8][C:9]1[N:10]=[CH:11][N:12]([C:14]2[CH:19]=[CH:18][C:17]([NH:20][C:21]3[N:38]=[C:24]4[CH:25]([C:31]5[CH:36]=[CH:35][C:34]([F:37])=[CH:33][CH:32]=5)[CH2:26][CH:27]([CH3:30])[CH2:28][CH2:29][N:23]4[N:22]=3)=[CH:16][C:15]=2[O:39][CH3:40])[CH:13]=1. The yield is 0.740. (4) The reactants are Cl.[N:2]1([C:17](=[O:30])/[CH:18]=[CH:19]/[C:20]2[CH:25]=[CH:24][CH:23]=[CH:22][C:21]=2[C:26]([F:29])([F:28])[F:27])[CH2:7][CH2:6][C:5]2([C:16]3[C:11](=[CH:12][CH:13]=[CH:14][CH:15]=3)[CH2:10][NH:9][CH2:8]2)[CH2:4][CH2:3]1.CCN(C(C)C)C(C)C.[CH3:40][S:41](Cl)(=[O:43])=[O:42].Cl. The catalyst is C(Cl)Cl. The product is [CH3:40][S:41]([N:9]1[CH2:8][C:5]2([CH2:6][CH2:7][N:2]([C:17](=[O:30])/[CH:18]=[CH:19]/[C:20]3[CH:25]=[CH:24][CH:23]=[CH:22][C:21]=3[C:26]([F:28])([F:27])[F:29])[CH2:3][CH2:4]2)[C:16]2[C:11](=[CH:12][CH:13]=[CH:14][CH:15]=2)[CH2:10]1)(=[O:43])=[O:42]. The yield is 0.450. (5) The reactants are [CH3:1][N:2]([CH3:6])[CH2:3][CH2:4]O.C(N(CC)CC)C.[CH3:14][S:15](Cl)(=[O:17])=[O:16]. The catalyst is C(Cl)Cl. The product is [CH3:1][N:2]([CH2:3][CH2:4][S:15]([CH3:14])(=[O:17])=[O:16])[CH3:6]. The yield is 0.800. (6) The reactants are [CH3:1][NH:2][CH2:3][CH2:4][OH:5].[N:6]([C:9]1[CH:18]=[CH:17][C:12]([C:13]([O:15][CH3:16])=[O:14])=[CH:11][CH:10]=1)=[C:7]=[O:8]. The yield is 1.12. The catalyst is C(Cl)Cl. The product is [OH:5][CH2:4][CH2:3][N:2]([CH3:1])[C:7](=[O:8])[NH:6][C:9]1[CH:18]=[CH:17][C:12]([C:13]([O:15][CH3:16])=[O:14])=[CH:11][CH:10]=1. (7) The reactants are Cl[CH2:2][C:3]1[CH:13]=[CH:12][C:6]2[O:7][C:8]([F:11])([F:10])[O:9][C:5]=2[CH:4]=1.[C-:14]#[N:15].[Na+].O.CC(OC)(C)C. The catalyst is CS(C)=O. The product is [F:10][C:8]1([F:11])[O:7][C:6]2[CH:12]=[CH:13][C:3]([CH2:2][C:14]#[N:15])=[CH:4][C:5]=2[O:9]1. The yield is 0.950.